Dataset: Full USPTO retrosynthesis dataset with 1.9M reactions from patents (1976-2016). Task: Predict the reactants needed to synthesize the given product. (1) The reactants are: [CH:1]([O:4][C:5]([N:7]1[CH2:12][CH2:11][CH:10]([CH2:13][OH:14])[CH2:9][CH2:8]1)=[O:6])([CH3:3])[CH3:2].[Br:15][C:16]1[CH:17]=[CH:18][C:19](Cl)=[N:20][CH:21]=1. Given the product [CH:1]([O:4][C:5]([N:7]1[CH2:12][CH2:11][CH:10]([CH2:13][O:14][C:19]2[CH:18]=[CH:17][C:16]([Br:15])=[CH:21][N:20]=2)[CH2:9][CH2:8]1)=[O:6])([CH3:3])[CH3:2], predict the reactants needed to synthesize it. (2) Given the product [CH2:12]([O:14][C:15]([C:17]1[S:21][C:20]([NH:22][C:7](=[O:9])[C:6]2[CH:10]=[C:2]([Br:1])[CH:3]=[CH:4][C:5]=2[OH:11])=[N:19][C:18]=1[C:23]([F:25])([F:26])[F:24])=[O:16])[CH3:13], predict the reactants needed to synthesize it. The reactants are: [Br:1][C:2]1[CH:10]=[C:6]([C:7]([OH:9])=O)[C:5]([OH:11])=[CH:4][CH:3]=1.[CH2:12]([O:14][C:15]([C:17]1[S:21][C:20]([NH2:22])=[N:19][C:18]=1[C:23]([F:26])([F:25])[F:24])=[O:16])[CH3:13]. (3) The reactants are: [CH3:1][C@H:2]1[CH2:6][C@@H:5]([CH2:7][N:8]2[C:16]3[C:11](=[N:12][C:13]([C:17]4[CH:18]=[N:19][N:20](C5CCCCO5)[CH:21]=4)=[CH:14][CH:15]=3)[CH:10]=[CH:9]2)[CH2:4][N:3]1[C:28](=[O:37])[CH2:29][CH2:30][C:31]1[CH:36]=[CH:35][CH:34]=[CH:33][CH:32]=1.C1(C)C=CC(S(O)(=O)=O)=CC=1. Given the product [NH:19]1[CH:18]=[C:17]([C:13]2[N:12]=[C:11]3[CH:10]=[CH:9][N:8]([CH2:7][C@H:5]4[CH2:4][N:3]([C:28](=[O:37])[CH2:29][CH2:30][C:31]5[CH:32]=[CH:33][CH:34]=[CH:35][CH:36]=5)[C@@H:2]([CH3:1])[CH2:6]4)[C:16]3=[CH:15][CH:14]=2)[CH:21]=[N:20]1, predict the reactants needed to synthesize it. (4) The reactants are: [Cl:1][C:2]1[CH:3]=[C:4]([C:12]2[S:16][C:15]([C:17]3[C:18]([CH2:26][CH3:27])=[C:19]([CH2:23][CH:24]=O)[CH:20]=[CH:21][CH:22]=3)=[N:14][N:13]=2)[CH:5]=[CH:6][C:7]=1[O:8][CH:9]([CH3:11])[CH3:10].[NH:28]1[CH2:33][CH2:32][CH:31]([C:34]([O:36][CH2:37][CH3:38])=[O:35])[CH2:30][CH2:29]1.C([O-])(=O)C.[Na+].C(O[BH-](OC(=O)C)OC(=O)C)(=O)C.[Na+]. Given the product [Cl:1][C:2]1[CH:3]=[C:4]([C:12]2[S:16][C:15]([C:17]3[C:18]([CH2:26][CH3:27])=[C:19]([CH2:23][CH2:24][N:28]4[CH2:33][CH2:32][CH:31]([C:34]([O:36][CH2:37][CH3:38])=[O:35])[CH2:30][CH2:29]4)[CH:20]=[CH:21][CH:22]=3)=[N:14][N:13]=2)[CH:5]=[CH:6][C:7]=1[O:8][CH:9]([CH3:11])[CH3:10], predict the reactants needed to synthesize it. (5) Given the product [CH3:3][CH:4]1[CH2:9][N:8]([CH2:1][C:26]2[N:25]([C:22]3[CH:21]=[CH:20][C:19]([C:18]([F:27])([F:28])[F:17])=[CH:24][CH:23]=3)[N:35]=[N:34][N:33]=2)[CH2:7][CH2:6][N:5]1[C:10]([O:12][C:13]([CH3:15])([CH3:14])[CH3:16])=[O:11], predict the reactants needed to synthesize it. The reactants are: [CH2:1]=O.[CH3:3][CH:4]1[CH2:9][NH:8][CH2:7][CH2:6][N:5]1[C:10]([O:12][C:13]([CH3:16])([CH3:15])[CH3:14])=[O:11].[F:17][C:18]([F:28])([F:27])[C:19]1[CH:24]=[CH:23][C:22]([N+:25]#[C-:26])=[CH:21][CH:20]=1.C[Si]([N:33]=[N+:34]=[N-:35])(C)C. (6) The reactants are: [CH3:1][CH:2]1[CH2:7][CH2:6][CH:5]([C:8](Cl)=[O:9])[CH2:4][CH2:3]1.[N+](=[CH2:13])=[N-].[ClH:14]. Given the product [Cl:14][CH2:13][C:8]([CH:5]1[CH2:6][CH2:7][CH:2]([CH3:1])[CH2:3][CH2:4]1)=[O:9], predict the reactants needed to synthesize it. (7) Given the product [I:1][C:2]1[CH:7]=[CH:6][N:5]=[C:4]([N:8]2[CH:12]=[CH:11][C:10]([C:13]([NH2:17])=[O:15])=[N:9]2)[CH:3]=1, predict the reactants needed to synthesize it. The reactants are: [I:1][C:2]1[CH:7]=[CH:6][N:5]=[C:4]([N:8]2[CH:12]=[CH:11][C:10]([C:13]([OH:15])=O)=[N:9]2)[CH:3]=1.[Cl-].[NH4+:17].